The task is: Regression. Given a peptide amino acid sequence and an MHC pseudo amino acid sequence, predict their binding affinity value. This is MHC class II binding data.. This data is from Peptide-MHC class II binding affinity with 134,281 pairs from IEDB. (1) The peptide sequence is VIPEGWKADTAYESK. The MHC is HLA-DPA10201-DPB10501 with pseudo-sequence HLA-DPA10201-DPB10501. The binding affinity (normalized) is 0.0496. (2) The peptide sequence is CSGEPVVVHITDDNE. The MHC is HLA-DQA10102-DQB10502 with pseudo-sequence HLA-DQA10102-DQB10502. The binding affinity (normalized) is 0.232.